The task is: Predict the reaction yield, written as a fraction of the theoretical maximum amount of product (1.0 means a 100% yield; for example, 0.34 means a 34% yield).. This data is from Reaction yield outcomes from USPTO patents with 853,638 reactions. (1) The reactants are [CH3:1][O:2][C:3]1[CH:4]=[CH:5][C:6]2[CH:10]=[C:9]([CH3:11])[S:8][C:7]=2[CH:12]=1.[CH3:13][O:14][C:15]1[CH:16]=[C:17]([CH:21]=[C:22]([O:26][CH3:27])[C:23]=1[O:24][CH3:25])[C:18](Cl)=[O:19]. The catalyst is ClCCCl. The product is [CH3:1][O:2][C:3]1[CH:4]=[CH:5][C:6]2[C:10]([C:18](=[O:19])[C:17]3[CH:16]=[C:15]([O:14][CH3:13])[C:23]([O:24][CH3:25])=[C:22]([O:26][CH3:27])[CH:21]=3)=[C:9]([CH3:11])[S:8][C:7]=2[CH:12]=1. The yield is 0.410. (2) The reactants are [NH2:1][C:2]1[CH:3]=[C:4]([NH:8][C:9](=[O:18])[O:10][CH2:11][C:12]2[CH:17]=[CH:16][CH:15]=[CH:14][CH:13]=2)[CH:5]=[CH:6][CH:7]=1. The catalyst is C(O)C. The product is [CH:11]([C:12]1[CH:13]=[N:1][C:2]2[C:7]([CH:17]=1)=[CH:6][CH:5]=[C:4]([NH:8][C:9](=[O:18])[O:10][CH2:11][C:12]1[CH:13]=[CH:14][CH:15]=[CH:16][CH:17]=1)[CH:3]=2)=[O:10]. The yield is 0.990. (3) The reactants are [Br:1][C:2]1[CH:3]=[C:4]2[C:14](=[CH:15][C:16]=1[F:17])[O:13][C:7]1=[N:8][CH:9]=[C:10]([Cl:12])[CH:11]=[C:6]1[C:5]2=O.[I-].C[S+](C)C.C[C:25](C)([O-:27])C.[K+].C[Si]([N:34]=[N+]=[N-])(C)C.[H-].[H-].[H-].[H-].[Li+].[Al+3].O.O.O.O.O.O.O.O.O.O.S([O-])([O-])(=O)=O.[Na+].[Na+]. The catalyst is CS(C)=O.CCOC(C)=O. The product is [NH2:34][C:5]1([CH2:25][OH:27])[C:6]2[C:7](=[N:8][CH:9]=[C:10]([Cl:12])[CH:11]=2)[O:13][C:14]2[C:4]1=[CH:3][C:2]([Br:1])=[C:16]([F:17])[CH:15]=2. The yield is 0.259.